From a dataset of Catalyst prediction with 721,799 reactions and 888 catalyst types from USPTO. Predict which catalyst facilitates the given reaction. Reactant: N#N.[ClH:3].[F:4][C:5]([F:33])([F:32])[O:6][C:7]1[CH:31]=[CH:30][C:10]([O:11][CH:12]2[CH2:17][CH2:16][N:15]([S:18]([CH:21]3[CH2:26][CH2:25][N:24](C([O-])=O)[CH2:23][CH2:22]3)(=[O:20])=[O:19])[CH2:14][CH2:13]2)=[CH:9][CH:8]=1.CC(O)C. Product: [ClH:3].[NH:24]1[CH2:23][CH2:22][CH:21]([S:18]([N:15]2[CH2:14][CH2:13][CH:12]([O:11][C:10]3[CH:30]=[CH:31][C:7]([O:6][C:5]([F:4])([F:33])[F:32])=[CH:8][CH:9]=3)[CH2:17][CH2:16]2)(=[O:19])=[O:20])[CH2:26][CH2:25]1. The catalyst class is: 11.